This data is from Full USPTO retrosynthesis dataset with 1.9M reactions from patents (1976-2016). The task is: Predict the reactants needed to synthesize the given product. (1) Given the product [CH2:5]([O:4][C:2]([NH:19][CH:18]([CH2:17][C:16]1[CH:15]=[CH:14][C:13]([Br:12])=[CH:24][CH:23]=1)[C:20]([OH:22])=[O:21])=[O:3])[C:6]1[CH:11]=[CH:10][CH:9]=[CH:8][CH:7]=1, predict the reactants needed to synthesize it. The reactants are: Cl[C:2]([O:4][CH2:5][C:6]1[CH:11]=[CH:10][CH:9]=[CH:8][CH:7]=1)=[O:3].[Br:12][C:13]1[CH:24]=[CH:23][C:16]([CH2:17][CH:18]([C:20]([OH:22])=[O:21])[NH2:19])=[CH:15][CH:14]=1. (2) The reactants are: [C:1]([NH:5][C:6]([C:8]1[C:12]2=[N:13][C:14]([C:17]3[CH:25]=[CH:24][CH:23]=[C:22]4[C:18]=3[CH:19]=[N:20][NH:21]4)=[CH:15][N:16]=[C:11]2[N:10]([C:26]([C:39]2[CH:44]=[CH:43][CH:42]=[CH:41][CH:40]=2)([C:33]2[CH:38]=[CH:37][CH:36]=[CH:35][CH:34]=2)[C:27]2[CH:32]=[CH:31][CH:30]=[CH:29][CH:28]=2)[CH:9]=1)=[O:7])([CH3:4])([CH3:3])[CH3:2].[CH3:45]C([O-])(C)C.[K+].IC. Given the product [C:1]([NH:5][C:6]([C:8]1[C:12]2=[N:13][C:14]([C:17]3[CH:25]=[CH:24][CH:23]=[C:22]4[C:18]=3[CH:19]=[N:20][N:21]4[CH3:45])=[CH:15][N:16]=[C:11]2[N:10]([C:26]([C:33]2[CH:34]=[CH:35][CH:36]=[CH:37][CH:38]=2)([C:27]2[CH:28]=[CH:29][CH:30]=[CH:31][CH:32]=2)[C:39]2[CH:44]=[CH:43][CH:42]=[CH:41][CH:40]=2)[CH:9]=1)=[O:7])([CH3:4])([CH3:2])[CH3:3], predict the reactants needed to synthesize it.